The task is: Predict which catalyst facilitates the given reaction.. This data is from Catalyst prediction with 721,799 reactions and 888 catalyst types from USPTO. (1) Reactant: [F:1][C:2]1[CH:7]=[CH:6][C:5]([NH2:8])=[CH:4][C:3]=1[N+:9]([O-:11])=[O:10].N1C=CC=CC=1.[Cl:18][C:19]1[CH:20]=[C:21]([CH:25]=[C:26]([Cl:28])[CH:27]=1)[C:22](Cl)=[O:23]. Product: [Cl:18][C:19]1[CH:20]=[C:21]([CH:25]=[C:26]([Cl:28])[CH:27]=1)[C:22]([NH:8][C:5]1[CH:6]=[CH:7][C:2]([F:1])=[C:3]([N+:9]([O-:11])=[O:10])[CH:4]=1)=[O:23]. The catalyst class is: 4. (2) Reactant: Cl[CH2:2][C:3]([C:5]1[CH:6]=[N:7][C:8]([N:11]2[C:15]([CH3:16])=[CH:14][CH:13]=[C:12]2[CH3:17])=[CH:9][CH:10]=1)=[O:4].[BH4-].[Na+].[OH-].[Na+].CCCCC. Product: [CH3:17][C:12]1[N:11]([C:8]2[CH:9]=[CH:10][C:5]([CH:3]3[CH2:2][O:4]3)=[CH:6][N:7]=2)[C:15]([CH3:16])=[CH:14][CH:13]=1. The catalyst class is: 1.